Dataset: NCI-60 drug combinations with 297,098 pairs across 59 cell lines. Task: Regression. Given two drug SMILES strings and cell line genomic features, predict the synergy score measuring deviation from expected non-interaction effect. Drug 1: CCC1=C2CN3C(=CC4=C(C3=O)COC(=O)C4(CC)O)C2=NC5=C1C=C(C=C5)O. Drug 2: C1CN(CCN1C(=O)CCBr)C(=O)CCBr. Cell line: M14. Synergy scores: CSS=34.3, Synergy_ZIP=-2.11, Synergy_Bliss=1.41, Synergy_Loewe=-9.84, Synergy_HSA=2.79.